This data is from Peptide-MHC class II binding affinity with 134,281 pairs from IEDB. The task is: Regression. Given a peptide amino acid sequence and an MHC pseudo amino acid sequence, predict their binding affinity value. This is MHC class II binding data. The binding affinity (normalized) is 0.538. The MHC is DRB1_1501 with pseudo-sequence DRB1_1501. The peptide sequence is PAAHAAQGYKVLVLNPSVAA.